From a dataset of Forward reaction prediction with 1.9M reactions from USPTO patents (1976-2016). Predict the product of the given reaction. The product is: [N:1]1([CH2:10][CH2:11][CH2:12][C:13]([NH:24][C:23]2[CH:25]=[CH:26][C:20]([C:16]([CH3:19])([CH3:18])[CH3:17])=[CH:21][CH:22]=2)=[O:15])[C:5]2[CH:6]=[CH:7][CH:8]=[CH:9][C:4]=2[N:3]=[CH:2]1. Given the reactants [N:1]1([CH2:10][CH2:11][CH2:12][C:13]([OH:15])=O)[C:5]2[CH:6]=[CH:7][CH:8]=[CH:9][C:4]=2[N:3]=[CH:2]1.[C:16]([C:20]1[CH:26]=[CH:25][C:23]([NH2:24])=[CH:22][CH:21]=1)([CH3:19])([CH3:18])[CH3:17], predict the reaction product.